The task is: Predict the reaction yield, written as a fraction of the theoretical maximum amount of product (1.0 means a 100% yield; for example, 0.34 means a 34% yield).. This data is from Reaction yield outcomes from USPTO patents with 853,638 reactions. (1) The reactants are [CH2:1]([O:3][CH:4]([O:7][CH2:8][CH3:9])[CH2:5][NH2:6])[CH3:2].Br[CH2:11][CH:12]1[CH2:17][CH2:16][CH2:15][CH2:14][CH2:13]1. No catalyst specified. The product is [CH:12]1([CH2:11][NH:6][CH2:5][CH:4]([O:7][CH2:8][CH3:9])[O:3][CH2:1][CH3:2])[CH2:17][CH2:16][CH2:15][CH2:14][CH2:13]1. The yield is 0.300. (2) The reactants are C(Cl)(=O)C(Cl)=O.CS(C)=O.[C:11]([O:15][C:16]([N:18]1[CH2:23][CH2:22][N:21]([C:24]([O:26][C:27]([CH3:30])([CH3:29])[CH3:28])=[O:25])[CH2:20][C@@H:19]1[CH2:31][CH:32]([OH:34])[CH3:33])=[O:17])([CH3:14])([CH3:13])[CH3:12].C(N(CC)CC)C. The catalyst is ClCCl.C(=O)(O)[O-].[Na+]. The product is [C:11]([O:15][C:16]([N:18]1[CH2:23][CH2:22][N:21]([C:24]([O:26][C:27]([CH3:30])([CH3:29])[CH3:28])=[O:25])[CH2:20][C@@H:19]1[CH2:31][C:32](=[O:34])[CH3:33])=[O:17])([CH3:14])([CH3:13])[CH3:12]. The yield is 0.870. (3) The reactants are [NH:1]1[CH:5]=[C:4]([CH2:6][C:7]([O:9][CH3:10])=[O:8])[N:3]=[CH:2]1.Cl[C:12]([C:25]1[CH:30]=[CH:29][CH:28]=[CH:27][CH:26]=1)([C:19]1[CH:24]=[CH:23][CH:22]=[CH:21][CH:20]=1)[C:13]1[CH:18]=[CH:17][CH:16]=[CH:15][CH:14]=1.CCN(CC)CC. The catalyst is CN(C=O)C. The product is [C:13]1([C:12]([C:19]2[CH:20]=[CH:21][CH:22]=[CH:23][CH:24]=2)([C:25]2[CH:26]=[CH:27][CH:28]=[CH:29][CH:30]=2)[N:1]2[CH:5]=[C:4]([CH2:6][C:7]([O:9][CH3:10])=[O:8])[N:3]=[CH:2]2)[CH:14]=[CH:15][CH:16]=[CH:17][CH:18]=1. The yield is 1.04. (4) The yield is 0.910. The product is [CH3:1][C:2]1[C:10]2[C:5](=[CH:6][CH:7]=[CH:8][CH:9]=2)[N:4]([C:18](=[O:19])[CH3:17])[N:3]=1. The catalyst is C1COCC1.CN(C1C=CN=CC=1)C. The reactants are [CH3:1][C:2]1[C:10]2[C:5](=[CH:6][CH:7]=[CH:8][CH:9]=2)[NH:4][N:3]=1.N1C=CC=CC=1.[CH3:17][C:18](OC(C)=O)=[O:19].